Dataset: Forward reaction prediction with 1.9M reactions from USPTO patents (1976-2016). Task: Predict the product of the given reaction. (1) The product is: [Cl:21][C:19]1[CH:20]=[C:3]([Cl:2])[C:4]([O:5][C:6]2[N:10]([CH3:11])[N:9]=[C:8]([CH3:12])[C:7]=2[CH2:13][CH2:14][OH:15])=[CH:17][C:18]=1[OH:22]. Given the reactants B.[Cl:2][C:3]1[CH:20]=[C:19]([Cl:21])[C:18]([O:22]CC2C=CC(OC)=CC=2)=[CH:17][C:4]=1[O:5][C:6]1[N:10]([CH3:11])[N:9]=[C:8]([CH3:12])[C:7]=1[CH2:13][C:14](O)=[O:15].C(O)(=O)CC(CC(O)=O)(C(O)=O)O, predict the reaction product. (2) Given the reactants [F:1][C:2]1[CH:3]=[C:4]([C:9]2([OH:13])[CH2:12][NH:11][CH2:10]2)[CH:5]=[CH:6][C:7]=1[F:8].I[CH2:15][CH3:16], predict the reaction product. The product is: [F:1][C:2]1[CH:3]=[C:4]([C:9]2([OH:13])[CH2:12][N:11]([CH2:15][CH3:16])[CH2:10]2)[CH:5]=[CH:6][C:7]=1[F:8].